This data is from Full USPTO retrosynthesis dataset with 1.9M reactions from patents (1976-2016). The task is: Predict the reactants needed to synthesize the given product. (1) Given the product [C:1]([O:5][C:6]([N:8]1[CH2:9][CH2:10][CH:11]([CH2:14][O:15][CH2:16][CH:17]([NH:25][C:36]([C:32]2[CH:31]=[C:30]3[C:35]([C:27]([Cl:26])=[CH:28][NH:29]3)=[CH:34][CH:33]=2)=[O:37])[C:18]2[CH:23]=[CH:22][C:21]([F:24])=[CH:20][CH:19]=2)[CH2:12][CH2:13]1)=[O:7])([CH3:4])([CH3:2])[CH3:3], predict the reactants needed to synthesize it. The reactants are: [C:1]([O:5][C:6]([N:8]1[CH2:13][CH2:12][CH:11]([CH2:14][O:15][CH2:16][CH:17]([NH2:25])[C:18]2[CH:23]=[CH:22][C:21]([F:24])=[CH:20][CH:19]=2)[CH2:10][CH2:9]1)=[O:7])([CH3:4])([CH3:3])[CH3:2].[Cl:26][C:27]1[C:35]2[C:30](=[CH:31][C:32]([C:36](O)=[O:37])=[CH:33][CH:34]=2)[NH:29][CH:28]=1. (2) Given the product [CH3:1][O:2][CH2:5][CH2:6][CH2:7][O:8][C:9]1[CH:14]=[CH:13][CH:12]=[CH:11][CH:10]=1, predict the reactants needed to synthesize it. The reactants are: [CH3:1][O-:2].[Na+].Br[CH2:5][CH2:6][CH2:7][O:8][C:9]1[CH:14]=[CH:13][CH:12]=[CH:11][CH:10]=1. (3) Given the product [CH3:18][C:16]1[CH:17]=[C:9]([C:5]2[CH:4]=[C:3]([CH2:2][O:1][S:40]([CH3:39])(=[O:42])=[O:41])[CH:8]=[N:7][CH:6]=2)[CH:10]=[C:11]2[C:15]=1[C:14](=[O:19])[N:13]([CH2:20][C:21]1[CH:22]=[CH:23][C:24]([O:27][C:28]([F:30])([F:31])[F:29])=[CH:25][CH:26]=1)[CH2:12]2, predict the reactants needed to synthesize it. The reactants are: [OH:1][CH2:2][C:3]1[CH:4]=[C:5]([C:9]2[CH:10]=[C:11]3[C:15](=[C:16]([CH3:18])[CH:17]=2)[C:14](=[O:19])[N:13]([CH2:20][C:21]2[CH:26]=[CH:25][C:24]([O:27][C:28]([F:31])([F:30])[F:29])=[CH:23][CH:22]=2)[CH2:12]3)[CH:6]=[N:7][CH:8]=1.C(N(CC)CC)C.[CH3:39][S:40](Cl)(=[O:42])=[O:41]. (4) The reactants are: [F:1][C:2]1([F:43])[CH2:6][C@H:5]([O:7][C:8]2[CH:13]=[C:12]([F:14])[C:11]([S:15]([N:18](CC3C=CC(OC)=CC=3OC)[C:19]3[CH:24]=[CH:23][N:22]=[CH:21][N:20]=3)(=[O:17])=[O:16])=[C:10]([F:36])[CH:9]=2)[C@@H:4]([C:37]2[N:41]([CH3:42])[N:40]=[CH:39][CH:38]=2)[CH2:3]1.C([SiH](CC)CC)C.FC(F)(F)C(O)=O. Given the product [F:43][C:2]1([F:1])[CH2:6][C@H:5]([O:7][C:8]2[CH:13]=[C:12]([F:14])[C:11]([S:15]([NH:18][C:19]3[CH:24]=[CH:23][N:22]=[CH:21][N:20]=3)(=[O:16])=[O:17])=[C:10]([F:36])[CH:9]=2)[C@@H:4]([C:37]2[N:41]([CH3:42])[N:40]=[CH:39][CH:38]=2)[CH2:3]1, predict the reactants needed to synthesize it. (5) The reactants are: N#N.[CH3:3][C:4]1[O:5][C:6]([C:12]2[CH:13]=[C:14]([CH3:18])[CH:15]=[CH:16][CH:17]=2)=[C:7]([C:9]([OH:11])=O)[N:8]=1.C1C=CC2N(O)N=NC=2C=1.C(Cl)CCl.CCN(C(C)C)C(C)C.[NH2:42][C:43]1[CH:47]=[N:46][N:45]([CH2:48][C:49]2[O:50][CH:51]=[C:52]([C:54](=[O:56])[CH3:55])[N:53]=2)[N:44]=1. Given the product [C:54]([C:52]1[N:53]=[C:49]([CH2:48][N:45]2[N:44]=[C:43]([NH:42][C:9]([C:7]3[N:8]=[C:4]([CH3:3])[O:5][C:6]=3[C:12]3[CH:13]=[C:14]([CH3:18])[CH:15]=[CH:16][CH:17]=3)=[O:11])[CH:47]=[N:46]2)[O:50][CH:51]=1)(=[O:56])[CH3:55], predict the reactants needed to synthesize it.